This data is from Forward reaction prediction with 1.9M reactions from USPTO patents (1976-2016). The task is: Predict the product of the given reaction. (1) Given the reactants [NH2:1][CH:2]([C:6]#[N:7])[C:3]([NH2:5])=[O:4].C(O[C:11](OCC)(OCC)[CH2:12][CH2:13][CH2:14][C:15]1[CH:20]=[CH:19][CH:18]=[CH:17][CH:16]=1)C.[NH2:27][CH2:28][CH:29]([OH:31])[CH3:30], predict the reaction product. The product is: [NH2:7][C:6]1[N:27]([CH2:28][CH:29]([OH:31])[CH3:30])[C:11]([CH2:12][CH2:13][CH2:14][C:15]2[CH:16]=[CH:17][CH:18]=[CH:19][CH:20]=2)=[N:1][C:2]=1[C:3]([NH2:5])=[O:4]. (2) Given the reactants [NH2:1][C:2]1[C:3]([F:13])=[CH:4][C:5]2[S:10][CH2:9][C:8](=[O:11])[NH:7][C:6]=2[CH:12]=1.[CH2:14]([C@H:16]1[O:18][CH2:17]1)[Cl:15], predict the reaction product. The product is: [Cl:15][CH2:14][CH:16]([OH:18])[CH2:17][NH:1][C:2]1[C:3]([F:13])=[CH:4][C:5]2[S:10][CH2:9][C:8](=[O:11])[NH:7][C:6]=2[CH:12]=1. (3) Given the reactants [O:1]=[C:2]=[N:3]C1CC(C)(C)CC(C)(CN=C=O)C1.C(C1[C:26]([OH:27])=[C:25](C(C)(C)C)C=C(C)C=1)(C)(C)C.[C:33]([O-:46])(=[O:45])[CH2:34][CH2:35]CCCCCCCCC.[C:33]([O-:46])(=[O:45])[CH2:34][CH2:35]CCCCCCCCC.C([Sn+2]CCCC)CCC.C1C2NC3C(=CC=CC=3)SC=2C=CC=1.C(OCCO)(=O)C=C, predict the reaction product. The product is: [C:33]([OH:46])(=[O:45])[CH:34]=[CH2:35].[NH2:3][C:2]([O:27][CH2:26][CH3:25])=[O:1].